Predict the product of the given reaction. From a dataset of Forward reaction prediction with 1.9M reactions from USPTO patents (1976-2016). (1) Given the reactants [Br:1][C:2]1[CH:10]=[C:9]2[C:5]([CH:6]=[CH:7][NH:8]2)=[CH:4][CH:3]=1.[C:11](=O)([O-])[O-].[K+].[K+].CI, predict the reaction product. The product is: [Br:1][C:2]1[CH:10]=[C:9]2[C:5]([CH:6]=[CH:7][N:8]2[CH3:11])=[CH:4][CH:3]=1. (2) Given the reactants [C:1]([NH:8][C@@H:9]([C:11]([OH:13])=O)[CH3:10])([O:3][C:4]([CH3:7])([CH3:6])[CH3:5])=[O:2].F[B-](F)(F)F.N1(OC(N(C)C)=[N+](C)C)C2C=CC=CC=2N=N1.Cl.[C:37]([CH:39]1[CH2:42][NH:41][CH2:40]1)#[N:38].C(N(CC)C(C)C)(C)C, predict the reaction product. The product is: [C:4]([O:3][C:1](=[O:2])[NH:8][C@H:9]([CH3:10])[C:11]([N:41]1[CH2:42][CH:39]([C:37]#[N:38])[CH2:40]1)=[O:13])([CH3:5])([CH3:6])[CH3:7]. (3) Given the reactants [O:1]=[C:2]1[CH2:7][CH2:6][CH:5]([NH:8][C:9]([C@H:11]2[CH2:16][CH2:15][CH2:14][N:13]([C:17]3[CH:22]=[CH:21][CH:20]=[CH:19][CH:18]=3)[CH2:12]2)=[O:10])[CH2:4][CH2:3]1.[N-:23]=[N+]=[N-].[Na+].O.[OH-].[Na+], predict the reaction product. The product is: [O:1]=[C:2]1[NH:23][CH2:7][CH2:6][CH:5]([NH:8][C:9]([C@H:11]2[CH2:16][CH2:15][CH2:14][N:13]([C:17]3[CH:22]=[CH:21][CH:20]=[CH:19][CH:18]=3)[CH2:12]2)=[O:10])[CH2:4][CH2:3]1. (4) Given the reactants [F:1][C:2]1[CH:3]=[CH:4][C:5]([C:8]2[CH:12]=[CH:11][N:10]([CH2:13][C@@H:14]([NH:16][C:17](=[O:29])[C:18]3[CH:23]=[CH:22][CH:21]=[CH:20][C:19]=3[N:24]3[N:28]=[CH:27][CH:26]=[N:25]3)[CH3:15])[N:9]=2)=[N:6][CH:7]=1.[H-].[Na+].[CH2:32](I)[CH3:33].O, predict the reaction product. The product is: [CH2:32]([N:16]([C@@H:14]([CH3:15])[CH2:13][N:10]1[CH:11]=[CH:12][C:8]([C:5]2[CH:4]=[CH:3][C:2]([F:1])=[CH:7][N:6]=2)=[N:9]1)[C:17](=[O:29])[C:18]1[CH:23]=[CH:22][CH:21]=[CH:20][C:19]=1[N:24]1[N:28]=[CH:27][CH:26]=[N:25]1)[CH3:33]. (5) Given the reactants [CH:1]1([C:4]2[CH:5]=[C:6]([C@@H:16]([CH2:20][C@H:21]3[CH2:25][CH2:24][C:23](=[O:26])[CH2:22]3)[C:17]([OH:19])=O)[CH:7]=[CH:8][C:9]=2[S:10]([CH:13]2[CH2:15][CH2:14]2)(=[O:12])=[O:11])[CH2:3][CH2:2]1.C(Cl)(=O)C(Cl)=O.C[N:34](C=O)C.[CH3:38][O:39][C:40]1[CH:61]=[CH:60][C:43]([CH2:44][O:45][C:46]([CH3:59])([CH3:58])[CH2:47][O:48][C:49]2[N:50]=[CH:51][C:52](C(N)=O)=[N:53][CH:54]=2)=[CH:42][CH:41]=1, predict the reaction product. The product is: [CH:1]1([C:4]2[CH:5]=[C:6]([C@@H:16]([CH2:20][C@H:21]3[CH2:25][CH2:24][C:23](=[O:26])[CH2:22]3)[C:17]([NH:34][C:52]3[CH:51]=[N:50][C:49]([O:48][CH2:47][C:46]([O:45][CH2:44][C:43]4[CH:60]=[CH:61][C:40]([O:39][CH3:38])=[CH:41][CH:42]=4)([CH3:59])[CH3:58])=[CH:54][N:53]=3)=[O:19])[CH:7]=[CH:8][C:9]=2[S:10]([CH:13]2[CH2:14][CH2:15]2)(=[O:11])=[O:12])[CH2:2][CH2:3]1.